Regression. Given two drug SMILES strings and cell line genomic features, predict the synergy score measuring deviation from expected non-interaction effect. From a dataset of NCI-60 drug combinations with 297,098 pairs across 59 cell lines. (1) Drug 1: CC1C(C(CC(O1)OC2CC(CC3=C2C(=C4C(=C3O)C(=O)C5=C(C4=O)C(=CC=C5)OC)O)(C(=O)CO)O)N)O.Cl. Drug 2: N.N.Cl[Pt+2]Cl. Cell line: MDA-MB-435. Synergy scores: CSS=35.0, Synergy_ZIP=-4.97, Synergy_Bliss=1.58, Synergy_Loewe=-9.89, Synergy_HSA=0.781. (2) Drug 2: CCN(CC)CCNC(=O)C1=C(NC(=C1C)C=C2C3=C(C=CC(=C3)F)NC2=O)C. Synergy scores: CSS=39.2, Synergy_ZIP=2.33, Synergy_Bliss=1.70, Synergy_Loewe=-8.63, Synergy_HSA=0.535. Cell line: NCI-H460. Drug 1: CC1OCC2C(O1)C(C(C(O2)OC3C4COC(=O)C4C(C5=CC6=C(C=C35)OCO6)C7=CC(=C(C(=C7)OC)O)OC)O)O. (3) Drug 1: CC1=C(C(=O)C2=C(C1=O)N3CC4C(C3(C2COC(=O)N)OC)N4)N. Drug 2: CCC1(C2=C(COC1=O)C(=O)N3CC4=CC5=C(C=CC(=C5CN(C)C)O)N=C4C3=C2)O.Cl. Cell line: MCF7. Synergy scores: CSS=29.3, Synergy_ZIP=-8.49, Synergy_Bliss=-1.82, Synergy_Loewe=-0.000261, Synergy_HSA=2.12. (4) Drug 1: CC1CC2C3CCC4=CC(=O)C=CC4(C3(C(CC2(C1(C(=O)CO)O)C)O)F)C. Drug 2: C1=CC=C(C=C1)NC(=O)CCCCCCC(=O)NO. Cell line: UACC62. Synergy scores: CSS=41.4, Synergy_ZIP=3.45, Synergy_Bliss=4.13, Synergy_Loewe=-35.2, Synergy_HSA=3.63. (5) Drug 1: CC1=C(C=C(C=C1)NC2=NC=CC(=N2)N(C)C3=CC4=NN(C(=C4C=C3)C)C)S(=O)(=O)N.Cl. Drug 2: CC1C(C(CC(O1)OC2CC(CC3=C2C(=C4C(=C3O)C(=O)C5=C(C4=O)C(=CC=C5)OC)O)(C(=O)C)O)N)O.Cl. Cell line: TK-10. Synergy scores: CSS=20.9, Synergy_ZIP=-0.987, Synergy_Bliss=9.32, Synergy_Loewe=-13.3, Synergy_HSA=7.75.